From a dataset of Reaction yield outcomes from USPTO patents with 853,638 reactions. Predict the reaction yield, written as a fraction of the theoretical maximum amount of product (1.0 means a 100% yield; for example, 0.34 means a 34% yield). (1) The reactants are [C:1]([O:5][C:6]([N:8]1[CH2:13][CH2:12][C@@H:11](C(O)=O)[C@H:10]([C:17]2[CH:22]=[CH:21][C:20]([F:23])=[CH:19][C:18]=2[CH3:24])[CH2:9]1)=[O:7])([CH3:4])([CH3:3])[CH3:2].C1C=CC(P([N:39]=[N+]=[N-])(C2C=CC=CC=2)=O)=CC=1.C(N(CC)CC)C.[OH-].[Na+]. The catalyst is C1(C)C=CC=CC=1.O. The product is [NH2:39][C@@H:11]1[CH2:12][CH2:13][N:8]([C:6]([O:5][C:1]([CH3:4])([CH3:3])[CH3:2])=[O:7])[CH2:9][C@H:10]1[C:17]1[CH:22]=[CH:21][C:20]([F:23])=[CH:19][C:18]=1[CH3:24]. The yield is 0.960. (2) The reactants are [N:1]([CH2:4][CH2:5][O:6][CH2:7][CH2:8][O:9][CH2:10][CH2:11][O:12][CH2:13][CH2:14][N:15]1C(=O)C2=CC=CC=C2C1=O)=[N+:2]=[N-:3].O.NN. The catalyst is CO. The product is [NH2:15][CH2:14][CH2:13][O:12][CH2:11][CH2:10][O:9][CH2:8][CH2:7][O:6][CH2:5][CH2:4][N:1]=[N+:2]=[N-:3]. The yield is 0.510. (3) The reactants are [CH2:1]([NH:8][C:9]([C:11]1[S:15][C:14]([N:16]2[CH:20]=[C:19]([C:21]([O:23]CC)=[O:22])[N:18]=[N:17]2)=[N:13][C:12]=1[CH3:26])=[O:10])[C:2]1[CH:7]=[CH:6][CH:5]=[CH:4][CH:3]=1.O1CCCC1.[OH-].[Li+].Cl. The catalyst is O. The product is [CH2:1]([NH:8][C:9]([C:11]1[S:15][C:14]([N:16]2[CH:20]=[C:19]([C:21]([OH:23])=[O:22])[N:18]=[N:17]2)=[N:13][C:12]=1[CH3:26])=[O:10])[C:2]1[CH:3]=[CH:4][CH:5]=[CH:6][CH:7]=1. The yield is 0.530. (4) The reactants are [NH:1]([C:20]([O:22][CH2:23][C:24]1[CH:29]=[CH:28][CH:27]=[CH:26][CH:25]=1)=[O:21])[C@H:2]([C:6]([NH:8][C@H:9]([C:17]([OH:19])=[O:18])[CH2:10][CH2:11][CH2:12][NH:13][C:14]([NH2:16])=[O:15])=[O:7])[CH:3]([CH3:5])[CH3:4].[NH2:30][C:31]1[CH:38]=[CH:37][C:34]([CH2:35][OH:36])=[CH:33][CH:32]=1.[C:39](=O)([O:50]C1C=CC([N+]([O-])=O)=CC=1)[O:40][C:41]1[CH:46]=[CH:45][C:44]([N+:47]([O-:49])=[O:48])=[CH:43][CH:42]=1.N1C=CC=CC=1.CCN(C(C)C)C(C)C. The catalyst is CN(C=O)C. The product is [NH:1]([C:20]([O:22][CH2:23][C:24]1[CH:29]=[CH:28][CH:27]=[CH:26][CH:25]=1)=[O:21])[C@H:2]([C:6]([NH:8][C@H:9]([C:17]([OH:19])=[O:18])[CH2:10][CH2:11][CH2:12][NH:13][C:14]([NH2:16])=[O:15])=[O:7])[CH:3]([CH3:5])[CH3:4].[C:39](=[O:50])([O:40][C:41]1[CH:42]=[CH:43][C:44]([N+:47]([O-:49])=[O:48])=[CH:45][CH:46]=1)[O:36][CH2:35][C:34]1[CH:37]=[CH:38][C:31]([NH2:30])=[CH:32][CH:33]=1. The yield is 0.760. (5) The reactants are P12(SP3(SP(SP(S3)(S1)=S)(=S)S2)=S)=[S:2].[CH3:15][NH:16][C:17]([CH2:19][NH:20][C:21](=O)[C:22]1[CH:27]=[CH:26][CH:25]=[N:24][CH:23]=1)=O.N1C=CC=CC=1. The catalyst is C1(C)C=CC=CC=1. The product is [CH3:15][NH:16][C:17]1[S:2][C:21]([C:22]2[CH:23]=[N:24][CH:25]=[CH:26][CH:27]=2)=[N:20][CH:19]=1. The yield is 0.220. (6) The reactants are [C:1]([Si:5]([CH3:8])([CH3:7])Cl)([CH3:4])([CH3:3])[CH3:2].[CH2:9]([OH:13])[C@H:10]([OH:12])[CH3:11].N1C=CN=C1. The catalyst is ClCCl. The product is [O:13]([CH2:9][C@H:10]([OH:12])[CH3:11])[Si:5]([C:1]([CH3:4])([CH3:3])[CH3:2])([CH3:8])[CH3:7]. The yield is 0.960. (7) The reactants are [CH:1]([C:3]1[CH:12]=[CH:11][C:6]([C:7]([O:9][CH3:10])=[O:8])=[CH:5][N:4]=1)=O.[CH3:13][C:14]1[CH:19]=[C:18]([NH2:20])[CH:17]=[C:16]([CH3:21])[C:15]=1[C:22]1[CH:27]=[CH:26][C:25]([C:28]([F:31])([F:30])[F:29])=[CH:24][CH:23]=1. The catalyst is C1(C)C=CC=CC=1. The product is [CH3:13][C:14]1[CH:19]=[C:18]([NH:20][CH:1]([C:3]2[CH:12]=[CH:11][C:6]([C:7]([O:9][CH3:10])=[O:8])=[CH:5][N:4]=2)[CH2:5][CH:6]([CH3:11])[CH3:7])[CH:17]=[C:16]([CH3:21])[C:15]=1[C:22]1[CH:27]=[CH:26][C:25]([C:28]([F:30])([F:29])[F:31])=[CH:24][CH:23]=1. The yield is 0.510.